From a dataset of Reaction yield outcomes from USPTO patents with 853,638 reactions. Predict the reaction yield, written as a fraction of the theoretical maximum amount of product (1.0 means a 100% yield; for example, 0.34 means a 34% yield). The reactants are Br[CH:2]([C:7]1[CH:8]=[C:9]([Cl:15])[C:10]([Cl:14])=[C:11]([Cl:13])[CH:12]=1)[C:3]([F:6])([F:5])[F:4].[CH:16]([C:18]1[CH:19]=[C:20]2[C:24](=[CH:25][CH:26]=1)[C:23](=[O:27])[CH2:22][CH2:21]2)=[CH2:17].N1C=CC=CC=1C1C=CC=CN=1. The catalyst is ClC1C=CC=CC=1Cl.Cl[Cu]. The product is [F:4][C:3]([F:6])([F:5])[CH:2]([C:7]1[CH:8]=[C:9]([Cl:15])[C:10]([Cl:14])=[C:11]([Cl:13])[CH:12]=1)/[CH:17]=[CH:16]/[C:18]1[CH:19]=[C:20]2[C:24](=[CH:25][CH:26]=1)[C:23](=[O:27])[CH2:22][CH2:21]2. The yield is 0.250.